Dataset: Forward reaction prediction with 1.9M reactions from USPTO patents (1976-2016). Task: Predict the product of the given reaction. (1) The product is: [C:8]([O:11][C@@H:12]([CH3:1])[CH2:13][O:15][CH3:16])(=[O:10])[CH3:9]. Given the reactants [C:1](OC(=O)C)(=O)C.[C:8]([O:11][CH2:12][C@H:13]([O:15][CH3:16])C)(=[O:10])[CH3:9].C(=O)([O-])[O-].[Na+].[Na+].C(=O)=O, predict the reaction product. (2) The product is: [N+:8]([C:7]1[C:2]2[N:1]=[C:14]([C:13]([F:24])([F:23])[F:12])[O:11][C:3]=2[CH:4]=[CH:5][CH:6]=1)([O-:10])=[O:9]. Given the reactants [NH2:1][C:2]1[C:7]([N+:8]([O-:10])=[O:9])=[CH:6][CH:5]=[CH:4][C:3]=1[OH:11].[F:12][C:13]([F:24])([F:23])[C:14](O[C:14](=O)[C:13]([F:24])([F:23])[F:12])=O, predict the reaction product. (3) Given the reactants [NH2:1][C@H:2]([C:7]([O:9][CH3:10])=[O:8])[CH2:3][CH2:4][S:5][CH3:6].C(N(CC)CC)C.[C:18](O[C:18]([O:20][C:21]([CH3:24])([CH3:23])[CH3:22])=[O:19])([O:20][C:21]([CH3:24])([CH3:23])[CH3:22])=[O:19], predict the reaction product. The product is: [C:21]([O:20][C:18]([NH:1][C@H:2]([C:7]([O:9][CH3:10])=[O:8])[CH2:3][CH2:4][S:5][CH3:6])=[O:19])([CH3:24])([CH3:23])[CH3:22].